This data is from Reaction yield outcomes from USPTO patents with 853,638 reactions. The task is: Predict the reaction yield, written as a fraction of the theoretical maximum amount of product (1.0 means a 100% yield; for example, 0.34 means a 34% yield). (1) The reactants are [H-].[Na+].[N+:3]([C:6]1[CH:14]=[C:13]2[C:9]([CH:10]=[CH:11][NH:12]2)=[CH:8][CH:7]=1)([O-:5])=[O:4].[Cl:15][CH2:16][CH2:17][CH2:18]I. The catalyst is CN(C=O)C. The product is [Cl:15][CH2:16][CH2:17][CH2:18][N:12]1[C:13]2[C:9](=[CH:8][CH:7]=[C:6]([N+:3]([O-:5])=[O:4])[CH:14]=2)[CH:10]=[CH:11]1. The yield is 0.900. (2) The reactants are [Br:1][C:2]1[CH:3]=[C:4]([C:8]2([C:15]3[CH:20]=[CH:19][N:18]=[CH:17][CH:16]=3)[C:12](=S)S[C:10](=[S:14])[NH:9]2)[CH:5]=[CH:6][CH:7]=1.Cl.Cl.[F:23][C:24]([F:29])([CH2:27][NH2:28])[CH2:25][NH2:26].C(N(CC)CC)C. The catalyst is C(O)C. The product is [Br:1][C:2]1[CH:3]=[C:4]([C:8]2([C:15]3[CH:20]=[CH:19][N:18]=[CH:17][CH:16]=3)[C:12]3=[N:26][CH2:25][C:24]([F:29])([F:23])[CH2:27][N:28]3[C:10](=[S:14])[NH:9]2)[CH:5]=[CH:6][CH:7]=1. The yield is 0.730. (3) The reactants are C[O:2][C:3](=O)[CH2:4][N:5]([CH2:14][C:15]1[N:16]([CH2:20][C:21]2[CH:26]=[C:25]([Cl:27])[CH:24]=[C:23]([Cl:28])[CH:22]=2)[CH:17]=[CH:18][N:19]=1)[CH2:6][C:7]1[CH:12]=[CH:11][CH:10]=[C:9]([F:13])[CH:8]=1.[NH3:30]. The catalyst is CO. The product is [Cl:28][C:23]1[CH:22]=[C:21]([CH:26]=[C:25]([Cl:27])[CH:24]=1)[CH2:20][N:16]1[CH:17]=[CH:18][N:19]=[C:15]1[CH2:14][N:5]([CH2:6][C:7]1[CH:12]=[CH:11][CH:10]=[C:9]([F:13])[CH:8]=1)[CH2:4][C:3]([NH2:30])=[O:2]. The yield is 0.510. (4) The reactants are [N+]([C:4]1[CH:11]=[CH:10][CH:9]=[C:8]([N+:12]([O-:14])=[O:13])[C:5]=1[C:6]#[N:7])([O-])=O.[CH3:15][O:16][C:17]1[CH:18]=[C:19]([CH:22]=[CH:23][CH:24]=1)[CH2:20][OH:21]. No catalyst specified. The product is [CH3:15][O:16][C:17]1[CH:18]=[C:19]([CH:22]=[CH:23][CH:24]=1)[CH2:20][O:21][C:4]1[CH:11]=[CH:10][CH:9]=[C:8]([N+:12]([O-:14])=[O:13])[C:5]=1[C:6]#[N:7]. The yield is 0.830. (5) The reactants are [CH:1](=O)[CH:2]([CH3:4])[CH3:3].C[Si](C)(C)[O:8][C:9]1[CH2:12][CH2:11][C:10]=1[O:13][Si](C)(C)C.O.C(O)(C(F)(F)F)=O. The catalyst is C(Cl)Cl.Cl[Ti](Cl)(Cl)Cl. The product is [CH:2]([CH:4]1[C:10](=[O:13])[CH2:11][CH2:12][C:9]1=[O:8])([CH3:3])[CH3:1]. The yield is 0.170. (6) The product is [CH2:1]([O:8][C:9]([NH:11][C@H:12]1[CH2:16][CH2:15][N:14]([C@H:17]2[CH2:22][CH2:21][NH:20][CH2:19][C@H:18]2[C:30]([O:32][CH3:33])=[O:31])[C:13]1=[O:34])=[O:10])[C:2]1[CH:7]=[CH:6][CH:5]=[CH:4][CH:3]=1. The catalyst is C(Cl)Cl.C(OCC)(=O)C. The yield is 0.730. The reactants are [CH2:1]([O:8][C:9]([NH:11][C@H:12]1[CH2:16][CH2:15][N:14]([C@H:17]2[CH2:22][CH2:21][N:20](C(OC(C)(C)C)=O)[CH2:19][C@H:18]2[C:30]([O:32][CH3:33])=[O:31])[C:13]1=[O:34])=[O:10])[C:2]1[CH:7]=[CH:6][CH:5]=[CH:4][CH:3]=1.C(O)(C(F)(F)F)=O. (7) The reactants are [NH:1]1[CH2:5][CH2:4][CH:3]([C:6]2[CH:7]=[C:8]([NH:12][C:13]([N:15]3[C@@H:21]4[CH2:22][N:18]([CH2:19][CH2:20]4)[C:17]4[CH:23]=[CH:24][C:25]([C:27]5[CH:32]=[CH:31][CH:30]=[C:29]([C:33]([F:36])([F:35])[F:34])[CH:28]=5)=[N:26][C:16]3=4)=[O:14])[CH:9]=[CH:10][CH:11]=2)[CH2:2]1.CCN(C(C)C)C(C)C.Cl[CH2:47][C:48]([NH2:50])=[O:49]. The catalyst is C(Cl)Cl. The product is [NH2:50][C:48](=[O:49])[CH2:47][N:1]1[CH2:5][CH2:4][CH:3]([C:6]2[CH:7]=[C:8]([NH:12][C:13]([N:15]3[C@@H:21]4[CH2:22][N:18]([CH2:19][CH2:20]4)[C:17]4[CH:23]=[CH:24][C:25]([C:27]5[CH:32]=[CH:31][CH:30]=[C:29]([C:33]([F:35])([F:34])[F:36])[CH:28]=5)=[N:26][C:16]3=4)=[O:14])[CH:9]=[CH:10][CH:11]=2)[CH2:2]1. The yield is 0.230.